From a dataset of Peptide-MHC class II binding affinity with 134,281 pairs from IEDB. Regression. Given a peptide amino acid sequence and an MHC pseudo amino acid sequence, predict their binding affinity value. This is MHC class II binding data. The peptide sequence is LFILDGDNLFPKV. The MHC is DRB1_0401 with pseudo-sequence DRB1_0401. The binding affinity (normalized) is 0.700.